This data is from Peptide-MHC class II binding affinity with 134,281 pairs from IEDB. The task is: Regression. Given a peptide amino acid sequence and an MHC pseudo amino acid sequence, predict their binding affinity value. This is MHC class II binding data. The binding affinity (normalized) is 0.722. The MHC is DRB1_0401 with pseudo-sequence DRB1_0401. The peptide sequence is GDKVAYALAQGLKVI.